From a dataset of Reaction yield outcomes from USPTO patents with 853,638 reactions. Predict the reaction yield, written as a fraction of the theoretical maximum amount of product (1.0 means a 100% yield; for example, 0.34 means a 34% yield). (1) The reactants are [Cl:1][C:2]1[N:7]=[C:6]([O:8][C:9]2[CH:10]=[C:11]([CH:17]=[C:18]([CH3:20])[CH:19]=2)[CH2:12][O:13]C(=O)C)[C:5]([CH:21]([CH3:23])[CH3:22])=[C:4]([Cl:24])[N:3]=1.[OH-].[Li+]. The catalyst is C1COCC1. The product is [Cl:1][C:2]1[N:7]=[C:6]([O:8][C:9]2[CH:10]=[C:11]([CH2:12][OH:13])[CH:17]=[C:18]([CH3:20])[CH:19]=2)[C:5]([CH:21]([CH3:22])[CH3:23])=[C:4]([Cl:24])[N:3]=1. The yield is 0.660. (2) The reactants are C([O:3][C:4](=[O:48])[CH2:5][CH2:6][CH2:7][O:8][C:9]1[CH:14]=[CH:13][CH:12]=[C:11]([CH2:15][CH2:16][CH2:17][CH2:18][CH2:19][CH2:20][O:21][C:22]2[CH:27]=[C:26]([S:28]([CH3:31])(=[O:30])=[O:29])[CH:25]=[C:24]([C:32]3[CH:40]=[CH:39][C:35]4[O:36][CH2:37][O:38][C:34]=4[CH:33]=3)[CH:23]=2)[C:10]=1[CH2:41][CH2:42][C:43]([O:45]CC)=[O:44])C.[OH-].[Na+]. The catalyst is C1COCC1.C(O)C.C(#N)C. The product is [O:36]1[C:35]2[CH:39]=[CH:40][C:32]([C:24]3[CH:23]=[C:22]([CH:27]=[C:26]([S:28]([CH3:31])(=[O:29])=[O:30])[CH:25]=3)[O:21][CH2:20][CH2:19][CH2:18][CH2:17][CH2:16][CH2:15][C:11]3[C:10]([CH2:41][CH2:42][C:43]([OH:45])=[O:44])=[C:9]([CH:14]=[CH:13][CH:12]=3)[O:8][CH2:7][CH2:6][CH2:5][C:4]([OH:48])=[O:3])=[CH:33][C:34]=2[O:38][CH2:37]1. The yield is 0.805. (3) The reactants are C(OC([NH:8][C:9]1[CH:10]=[CH:11][C:12]([C:25]2([C:28]#[N:29])[CH2:27][CH2:26]2)=[C:13]([CH:24]=1)[CH2:14][N:15](C)[C:16](=O)OC(C)(C)C)=O)(C)(C)C.[ClH:30]. The catalyst is CCOC(C)=O.ClCCl. The product is [ClH:30].[NH2:8][C:9]1[CH:10]=[CH:11][C:12]([C:25]2([C:28]#[N:29])[CH2:27][CH2:26]2)=[C:13]([CH2:14][NH:15][CH3:16])[CH:24]=1. The yield is 0.980. (4) The reactants are C[O:2][C:3]([C:5]1[CH:13]=[C:12]2[C:8]([C:9]([CH:24]3[CH2:29][CH2:28][CH2:27][CH2:26][CH2:25]3)=[C:10]([Br:23])[N:11]2[CH2:14][C:15]([N:17]2[CH2:22][CH2:21][O:20][CH2:19][CH2:18]2)=[O:16])=[CH:7][CH:6]=1)=[O:4].[Li+].[OH-].CO. The catalyst is C1COCC1. The product is [Br:23][C:10]1[N:11]([CH2:14][C:15]([N:17]2[CH2:18][CH2:19][O:20][CH2:21][CH2:22]2)=[O:16])[C:12]2[C:8]([C:9]=1[CH:24]1[CH2:29][CH2:28][CH2:27][CH2:26][CH2:25]1)=[CH:7][CH:6]=[C:5]([C:3]([OH:4])=[O:2])[CH:13]=2. The yield is 0.720. (5) The reactants are [NH2:1][C:2]1[NH:6][N:5]=[CH:4][C:3]=1[C:7]#[N:8].[CH2:9]([O:11][C:12](OCC)(OCC)[CH3:13])[CH3:10]. The catalyst is CC(O)=O.CC#N. The product is [C:7]([C:3]1[CH:4]=[N:5][NH:6][C:2]=1/[N:1]=[C:9](/[O:11][CH2:12][CH3:13])\[CH3:10])#[N:8]. The yield is 0.220. (6) The reactants are [C:1]([C:3]1[C:8]([C:9](OC)=[O:10])=[C:7]([NH:13][C:14]2[CH:15]=[C:16]([CH3:20])[CH:17]=[CH:18][CH:19]=2)[N:6]=[C:5]([NH:21][CH:22]2[CH2:27][CH2:26][CH2:25][CH2:24][CH2:23]2)[N:4]=1)#[N:2].C([O-])(O)=O.[Na+]. The catalyst is [Pd].CO.Cl. The product is [CH:22]1([NH:21][C:5]2[N:6]=[C:7]([NH:13][C:14]3[CH:15]=[C:16]([CH3:20])[CH:17]=[CH:18][CH:19]=3)[C:8]3[C:9](=[O:10])[NH:2][CH2:1][C:3]=3[N:4]=2)[CH2:23][CH2:24][CH2:25][CH2:26][CH2:27]1. The yield is 0.690. (7) The reactants are [CH2:1]([N:3]1[C:12]2[C:7](=[CH:8][C:9]([NH:13][C:14](=[O:20])/[CH:15]=[CH:16]/[CH:17]([CH3:19])[CH3:18])=[CH:10][CH:11]=2)[C:6](=[O:21])[N:5]([CH2:22][CH3:23])[C:4]1=[O:24])[CH3:2].[N+:25]([CH3:28])([O-:27])=[O:26].C1CCN2C(=NCCC2)CC1. The catalyst is [Cl-].[Na+].O. The product is [CH2:1]([N:3]1[C:12]2[C:7](=[CH:8][C:9]([NH:13][C:14](=[O:20])[CH2:15][CH:16]([CH2:28][N+:25]([O-:27])=[O:26])[CH:17]([CH3:18])[CH3:19])=[CH:10][CH:11]=2)[C:6](=[O:21])[N:5]([CH2:22][CH3:23])[C:4]1=[O:24])[CH3:2]. The yield is 0.376.